This data is from NCI-60 drug combinations with 297,098 pairs across 59 cell lines. The task is: Regression. Given two drug SMILES strings and cell line genomic features, predict the synergy score measuring deviation from expected non-interaction effect. (1) Drug 1: CC1CCC2CC(C(=CC=CC=CC(CC(C(=O)C(C(C(=CC(C(=O)CC(OC(=O)C3CCCCN3C(=O)C(=O)C1(O2)O)C(C)CC4CCC(C(C4)OC)OCCO)C)C)O)OC)C)C)C)OC. Drug 2: CC1C(C(CC(O1)OC2CC(CC3=C2C(=C4C(=C3O)C(=O)C5=C(C4=O)C(=CC=C5)OC)O)(C(=O)CO)O)N)O.Cl. Cell line: A549. Synergy scores: CSS=41.2, Synergy_ZIP=-2.90, Synergy_Bliss=-1.26, Synergy_Loewe=2.56, Synergy_HSA=3.29. (2) Cell line: NCI-H460. Synergy scores: CSS=77.4, Synergy_ZIP=13.9, Synergy_Bliss=13.5, Synergy_Loewe=8.57, Synergy_HSA=16.8. Drug 2: C1=C(C(=O)NC(=O)N1)N(CCCl)CCCl. Drug 1: CC1=C2C(C(=O)C3(C(CC4C(C3C(C(C2(C)C)(CC1OC(=O)C(C(C5=CC=CC=C5)NC(=O)OC(C)(C)C)O)O)OC(=O)C6=CC=CC=C6)(CO4)OC(=O)C)OC)C)OC. (3) Drug 1: CC12CCC3C(C1CCC2=O)CC(=C)C4=CC(=O)C=CC34C. Drug 2: COCCOC1=C(C=C2C(=C1)C(=NC=N2)NC3=CC=CC(=C3)C#C)OCCOC.Cl. Cell line: SK-OV-3. Synergy scores: CSS=24.3, Synergy_ZIP=-6.73, Synergy_Bliss=-3.46, Synergy_Loewe=-2.31, Synergy_HSA=-1.82.